From a dataset of Forward reaction prediction with 1.9M reactions from USPTO patents (1976-2016). Predict the product of the given reaction. The product is: [CH3:1][O:2][CH2:3][N:4]1[C:8]2[CH:9]=[CH:10][C:11]([CH:13]([C:15]3[CH:16]=[CH:17][N:18]([C:24]4[N:29]=[N:28][C:27]([C:30]([O:32][CH2:33][CH3:34])=[O:31])=[CH:26][CH:25]=4)[N:19]=3)[CH3:14])=[CH:12][C:7]=2[S:6][C:5]1=[O:20]. Given the reactants [CH3:1][O:2][CH2:3][N:4]1[C:8]2[CH:9]=[CH:10][C:11]([CH:13]([C:15]3[NH:19][N:18]=[CH:17][CH:16]=3)[CH3:14])=[CH:12][C:7]=2[S:6][C:5]1=[O:20].[H-].[Na+].Cl[C:24]1[N:29]=[N:28][C:27]([C:30]([O:32][CH2:33][CH3:34])=[O:31])=[CH:26][CH:25]=1, predict the reaction product.